From a dataset of Reaction yield outcomes from USPTO patents with 853,638 reactions. Predict the reaction yield, written as a fraction of the theoretical maximum amount of product (1.0 means a 100% yield; for example, 0.34 means a 34% yield). (1) The reactants are I[N:2]1[C:6]2[N:7]=[C:8]([C:11]3[CH:16]=[CH:15][C:14]([OH:17])=[CH:13][CH:12]=3)[CH2:9][NH:10][C:5]=2[CH:4]=[CH:3]1.[CH3:18][O:19][C:20]1[CH:21]=[C:22](B2OC(C)(C)C(C)(C)O2)[CH:23]=[CH:24][C:25]=1[O:26]CC1C=CC(OC)=CC=1.C(=O)([O-])[O-].[Na+].[Na+].C(=O)(O)[O-].[Na+]. The catalyst is Cl[Pd-2](Cl)(P(C1C=CC=CC=1)(C1C=CC=CC=1)C1C=CC=CC=1)P(C1C=CC=CC=1)(C1C=CC=CC=1)C1C=CC=CC=1.ClCCl.C(#N)C. The product is [CH3:18][O:19][C:20]1[CH:21]=[C:22]([N:2]2[C:6]3[N:7]=[C:8]([C:11]4[CH:16]=[CH:15][C:14]([OH:17])=[CH:13][CH:12]=4)[CH2:9][NH:10][C:5]=3[CH:4]=[CH:3]2)[CH:23]=[CH:24][C:25]=1[OH:26]. The yield is 0.180. (2) The catalyst is C1COCC1.C(Cl)Cl. The product is [CH3:16][CH:15]([C:11]1[CH:10]=[C:9]([CH3:12])[N:8]=[N:7][C:6]=1[NH:5][C:3](=[O:4])[C:2]([CH3:14])([CH3:13])[CH3:1])[CH3:17]. The yield is 0.280. The reactants are [CH3:1][C:2]([CH3:14])([CH3:13])[C:3]([NH:5][C:6]1[N:7]=[N:8][C:9]([CH3:12])=[CH:10][CH:11]=1)=[O:4].[CH:15]([Mg]Br)([CH3:17])[CH3:16].[NH4+].[Cl-]. (3) The reactants are F[C:2]1[N:7]=[C:6]([NH2:8])[CH:5]=[CH:4][CH:3]=1.[CH3:9][CH:10]1[CH2:14][CH2:13][CH2:12][NH:11]1.[F-].[K+].C(=O)([O-])[O-].[K+].[K+]. The catalyst is CS(C)=O.C([O-])(=O)C.[Cu+2].C([O-])(=O)C.O. The product is [CH3:9][CH:10]1[CH2:14][CH2:13][CH2:12][N:11]1[C:2]1[N:7]=[C:6]([NH2:8])[CH:5]=[CH:4][CH:3]=1. The yield is 0.640. (4) No catalyst specified. The yield is 0.160. The reactants are NC1C=CC(Cl)=CC=1C(C1C=CC(F)=CC=1)=O.[NH2:18][C:19]1[CH:24]=[CH:23][C:22]([CH3:25])=[CH:21][CH:20]=1.[F:26][C:27]1[CH:35]=[CH:34][CH:33]=[C:32]([F:36])[C:28]=1[C:29](Cl)=[O:30]. The product is [NH2:18][C:19]1[CH:24]=[CH:23][C:22]([CH3:25])=[CH:21][C:20]=1[C:29]([C:28]1[C:27]([F:26])=[CH:35][CH:34]=[CH:33][C:32]=1[F:36])=[O:30]. (5) The reactants are [CH3:1][C:2]([C:6]1[CH:11]=[CH:10][C:9]([N+:12]([O-:14])=[O:13])=[CH:8][CH:7]=1)([CH3:5])[C:3]#[N:4].Cl.[OH-].[Na+]. The catalyst is C1COCC1. The product is [CH3:5][C:2]([C:6]1[CH:11]=[CH:10][C:9]([N+:12]([O-:14])=[O:13])=[CH:8][CH:7]=1)([CH3:1])[CH2:3][NH2:4]. The yield is 0.900. (6) The reactants are [Cl-].O[NH3+:3].[C:4](=[O:7])([O-])[OH:5].[Na+].CS(C)=O.[S:13]1[C:17]2[CH:18]=[CH:19][CH:20]=[CH:21][C:16]=2[N:15]=[C:14]1[CH2:22][N:23]1[C:28](=[O:29])[C:27]([CH2:30][C:31]2[CH:36]=[CH:35][C:34]([C:37]3[C:38]([C:43]#[N:44])=[CH:39][CH:40]=[CH:41][CH:42]=3)=[CH:33][CH:32]=2)=[C:26]([CH2:45][CH2:46][CH2:47][CH3:48])[N:25]=[C:24]1[CH3:49]. The catalyst is C(OCC)(=O)C. The product is [S:13]1[C:17]2[CH:18]=[CH:19][CH:20]=[CH:21][C:16]=2[N:15]=[C:14]1[CH2:22][N:23]1[C:28](=[O:29])[C:27]([CH2:30][C:31]2[CH:36]=[CH:35][C:34]([C:37]3[CH:42]=[CH:41][CH:40]=[CH:39][C:38]=3[C:43]3[NH:3][C:4](=[O:7])[O:5][N:44]=3)=[CH:33][CH:32]=2)=[C:26]([CH2:45][CH2:46][CH2:47][CH3:48])[N:25]=[C:24]1[CH3:49]. The yield is 0.280.